Dataset: Catalyst prediction with 721,799 reactions and 888 catalyst types from USPTO. Task: Predict which catalyst facilitates the given reaction. (1) Reactant: [Cl:1][C:2]1[N:10]=[C:9]2[C:5]([NH:6][CH:7]=[N:8]2)=[C:4]([Cl:11])[N:3]=1.C1(C)C=CC(S(O)(=O)=O)=CC=1.[O:23]1[CH:28]=[CH:27][CH2:26][CH2:25][CH2:24]1. Product: [Cl:1][C:2]1[N:10]=[C:9]2[C:5]([N:6]=[CH:7][N:8]2[CH:24]2[CH2:25][CH2:26][CH2:27][CH2:28][O:23]2)=[C:4]([Cl:11])[N:3]=1. The catalyst class is: 13. (2) Reactant: C(O)(C(F)(F)F)=O.[C:8]([S:12][S:13][CH2:14][CH2:15][NH:16]C(=O)OC(C)(C)C)([CH3:11])([CH3:10])[CH3:9]. Product: [C:8]([S:12][S:13][CH2:14][CH2:15][NH2:16])([CH3:11])([CH3:10])[CH3:9]. The catalyst class is: 2. (3) Reactant: [F:1][C:2]1[CH:3]=[CH:4][C:5]2[S:13][C:12]3[CH2:11][CH2:10][NH:9][C:8](=[O:14])[C:7]=3[C:6]=2[CH:15]=1.Br[C:17]1[CH:18]=[N:19][CH:20]=[CH:21][C:22]=1[C:23]([F:26])([F:25])[F:24].P([O-])([O-])([O-])=O.[K+].[K+].[K+]. Product: [F:1][C:2]1[CH:3]=[CH:4][C:5]2[S:13][C:12]3[CH2:11][CH2:10][N:9]([C:17]4[CH:18]=[N:19][CH:20]=[CH:21][C:22]=4[C:23]([F:26])([F:25])[F:24])[C:8](=[O:14])[C:7]=3[C:6]=2[CH:15]=1. The catalyst class is: 246.